Dataset: Drug-target binding data from BindingDB using Ki measurements. Task: Regression. Given a target protein amino acid sequence and a drug SMILES string, predict the binding affinity score between them. We predict pKi (pKi = -log10(Ki in M); higher means stronger inhibition). Dataset: bindingdb_ki. (1) The drug is C[C@@H](O)[C@H](N)C(=O)NCc1cccc(-c2ccc3c(N)nc(Cl)nc3c2)c1. The target protein (Q8ZDW5) has sequence MPVITLPDGSQRHYDHAVSVLDVALDIGPGLAKACIAGRVNGELVDASDLIESDAQLAIITAKDAEGLEILRHSCAHLLGHAIKQLWPDTKMAIGPVIDNGFYYDVDIEHTLTQEDLALLEKRMHELADKDYDVIKKKVSWQEARDTFAARGEDYKVAILDENISRDDRPGLYHHEEYVDMCRGPHVPNMRFCHHFKLQKTSGAYWRGDSKNKMLQRIYGTAWGDKKQLNAYLQRLEEAAKRDHRKIGKQLDLYHMQEEAPGMVFWHNDGWTIFRELETFVRMKLKEYQYQEVKGPFMMDRVLWEKTGHWENYAEHMFTTSSENREYCIKPMNCPGHVQIFNQGLKSYRDLPLRMAEFGSCHRNEPSGALHGLMRVRGFTQDDAHVFCTEEQVRDEVNSCIKMVYDMYSTFGFEKIVVKLSTRPEKRIGSDELWTRAEDDLAAALTENGIPFDYQPGEGAFYGPKIEFTLHDCLDRAWQCGTVQLDFSLPGRLSASYIGE.... The pKi is 6.4. (2) The small molecule is Nc1ncnc2c1ncn2[C@@H]1O[C@H](CO[P@](=O)(O)OP(=O)(O)O)[C@@H](O)[C@H]1O. The target protein (P0A9J4) has sequence MKITVLGCGALGQLWLTALCKQGHEVQGWLRVPQPYCSVNLVETDGSIFNESLTANDPDFLATSDLLLVTLKAWQVSDAVKSLASTLPVTTPILLIHNGMGTIEELQNIQQPLLMGTTTHAARRDGNVIIHVANGITHIGPARQQDGDYSYLADILQTVLPDVAWHNNIRAELWRKLAVNCVINPLTAIWNCPNGELRHHPQEIMQICEEVAAVIEREGHHTSAEDLRDYVMQVIDATAENISSMLQDIRALRHTEIDYINGFLLRRARAHGIAVPENTRLFEMVKRKESEYERIGTGLPRPW. The pKi is 3.0.